Dataset: Experimentally validated miRNA-target interactions with 360,000+ pairs, plus equal number of negative samples. Task: Binary Classification. Given a miRNA mature sequence and a target amino acid sequence, predict their likelihood of interaction. (1) The miRNA is hsa-miR-6502-3p with sequence UAGACCAUCUUUCUAGAGUAU. The protein sequence of the target gene is MRLSTATLLLLLASCLSPGHGILEAHYTNLKCRCSGVISTVVGLNIIDRIQVTPPGNGCPKTEVVIWTKMKKVICVNPRAKWLQRLLRHVQSKSLSSTPQAPVSKRRAA. Result: 0 (no interaction). (2) The miRNA is mmu-miR-24-3p with sequence UGGCUCAGUUCAGCAGGAACAG. The protein sequence of the target gene is MTSSVSFASFRFPWLLKTFVLMVGLATVAFMVRKVSLTTDFSTFKPKFPEPARVDPVLKLLPEEHLRKLFTYSDIWLFPKNQCDCNSGKLRMKYKFQDAYNQKDLPAVNARRQAEFEHFQRREGLPRPPPLLAPPNLPFGYPVHGVEVMPLHTILIPGLQYEGPDAPVYEVILKASLGTLNTLADVPDDEVQGRGQRQLTISTRHRKVLNFILQHVTYTSTEYYLHKVDTVSMEYESSVAKFPVTIKQQTVPKLYDPGPERKIRNLVTIATKTFLRPHKLKILLQSIRKYYPDITVIVAD.... Result: 1 (interaction). (3) The miRNA is hsa-miR-6814-5p with sequence UCCCAAGGGUGAGAUGCUGCCA. The protein sequence of the target gene is MADPDVLTEVPAALKRLAKYVIRGFYGIEHALALDILIRNSCVKEEDMLELLKFDRKQLRSVLNNLKGDKFIKCRMRVETAADGKTTRHNYYFINYRTLVNVVKYKLDHMRRRIETDERDSTNRASFKCPVCSSTFTDLEANQLFDPMTGTFRCTFCHTEVEEDESAMPKKDARTLLARFNEQIEPIYALLRETEDVNLAYEILEPEPTEIPALKQSKDHAATTAGAASLAGGHHREAWATKGPSYEDLYTQNVVINMDDQEDLHRASLEGKSAKERPIWLRESTVQGAYGSEDMKEGGI.... Result: 0 (no interaction). (4) The miRNA is gga-let-7a-5p with sequence UGAGGUAGUAGGUUGUAUAGUU. The protein sequence of the target gene is MTLTERLREKISQAFYNHGLLCASYPIPIILFTGLCILACCYPLLKLPLPGTGPVEFSTPVKGYSPPPADSDHKQGEPSEQPEWYVGAPVAYIQQIFVKSSVSPWHRNLLAVDVFRSPLSRAFQLVEEIRNHVLRDSSGTKSLEEVCLQVTDLLPGLRKLRSLLPEHGCLLLSPGNFWQNDWERFHADPDIIGTIHQHEPKTLQTSATLKDLLFGVPGKYSGVSLYTRKRMVSYTITLVFQRYHAKFLSSLRARLMLLHPSPNCSLRAENLVHVHFKEEIGIAELIPLVTTYIILFAYIY.... Result: 0 (no interaction). (5) The miRNA is hsa-miR-218-1-3p with sequence AUGGUUCCGUCAAGCACCAUGG. The protein sequence of the target gene is MSPGLLLLGSAVLLAFGLCCTFVHRARSRYEHIPGPPRPSFLLGHLPYFWKKDEDCGRVLQDVFLDWAKKYGPVVRVNVFYKTSVIVTSPESVKKFLMSTKYNKDSKMYRALQTVFGERLFGQGLVSECDYGRWYKQRKVMDLAFSRSSLVSLMETFNEKAEQLVEILEAKADGQTPVSMQDMLTCATIDILAKAAFGMETSMLLGAQKPLSQAVKVMLEGISASRNTLAKFMPGKRKQLREIRESIRLLRQVGKDWVQRRREALKRGEDMPADILTQILKAEEGAQDDEVLLDNFVTFF.... Result: 0 (no interaction).